From a dataset of Forward reaction prediction with 1.9M reactions from USPTO patents (1976-2016). Predict the product of the given reaction. (1) Given the reactants [ClH:1].[CH3:2][NH:3][C:4]1([CH2:7][O:8][C:9]2[CH:10]=[N:11][CH:12]=[CH:13][CH:14]=2)[CH2:6][CH2:5]1.[CH:15](O)=O.C=O.[OH-].[Na+], predict the reaction product. The product is: [ClH:1].[CH3:2][N:3]([CH3:15])[C:4]1([CH2:7][O:8][C:9]2[CH:10]=[N:11][CH:12]=[CH:13][CH:14]=2)[CH2:6][CH2:5]1. (2) Given the reactants C([O:4][B:5](OC(C)C)[O:6]C(C)C)(C)C.[Cl:14][C:15]1[CH:20]=[C:19](I)[CH:18]=[CH:17][C:16]=1[O:22][C:23]([F:26])([F:25])[F:24], predict the reaction product. The product is: [Cl:14][C:15]1[CH:20]=[C:19]([B:5]([OH:6])[OH:4])[CH:18]=[CH:17][C:16]=1[O:22][C:23]([F:26])([F:25])[F:24]. (3) The product is: [CH3:19][C:20]1[CH:21]=[C:22]([CH:23]([C:4]2[S:5][C:6]([CH3:7])=[C:2]([CH3:1])[N:3]=2)[OH:24])[O:25][C:26]=1[CH3:27]. Given the reactants [CH3:1][C:2]1[N:3]=[CH:4][S:5][C:6]=1[CH3:7].CCCCCC.C([Li])CCC.[CH3:19][C:20]1[CH:21]=[C:22]([O:25][C:26]=1[CH3:27])[CH:23]=[O:24], predict the reaction product. (4) Given the reactants [CH3:1][O:2][C:3]1[CH:15]=[CH:14][C:6]([CH2:7][N:8]2[CH2:13][CH2:12][NH:11][CH2:10][CH2:9]2)=[CH:5][CH:4]=1.C(N(CC)CC)C.CN(C=O)C.[Br:28][C:29]1[CH:34]=[C:33]([F:35])[CH:32]=[CH:31][C:30]=1[S:36](Cl)(=[O:38])=[O:37], predict the reaction product. The product is: [Br:28][C:29]1[CH:34]=[C:33]([F:35])[CH:32]=[CH:31][C:30]=1[S:36]([N:11]1[CH2:12][CH2:13][N:8]([CH2:7][C:6]2[CH:5]=[CH:4][C:3]([O:2][CH3:1])=[CH:15][CH:14]=2)[CH2:9][CH2:10]1)(=[O:38])=[O:37]. (5) The product is: [Br:29][C:7]1[CH:12]=[CH:11][C:10]2[O:14][CH2:15][CH2:16][C:9]=2[CH:8]=1. Given the reactants COC(/C=C/[C:7]1[CH:12]=[C:11](O)[C:10]2[O:14][CH:15](C3C=CC(O)=C(O)C=3)[CH:16](C(OC)=O)[C:9]=2[CH:8]=1)=O.[Br:29]N1C(=O)CCC1=O, predict the reaction product. (6) Given the reactants [CH3:1][C:2]1([CH3:22])[O:10][C@@H:9]2[C@@H:4]([CH2:5][O:6][C@@:7]3([CH2:16][O:17][S:18]([NH2:21])(=[O:20])=[O:19])[O:13][C:12]([CH3:15])([CH3:14])[O:11][C@H:8]32)[O:3]1.[OH-:23].[Na+:24], predict the reaction product. The product is: [CH3:1][C:2]1([CH3:22])[O:10][C@@H:9]2[C@@H:4]([CH2:5][O:6][C@@:7]3([CH2:16][O:17][S:18]([NH-:21])(=[O:20])=[O:19])[O:13][C:12]([CH3:14])([CH3:15])[O:11][C@H:8]32)[O:3]1.[OH2:23].[OH2:3].[OH2:3].[Na+:24]. (7) Given the reactants Br[C:2]1[CH:21]=[CH:20][C:5]2[N:6]([C:11]3[CH:16]=[CH:15][C:14]([CH2:17][CH2:18][OH:19])=[CH:13][CH:12]=3)[C:7]([CH2:9][CH3:10])=[N:8][C:4]=2[CH:3]=1.[B:22]1([B:22]2[O:26][C:25]([CH3:28])([CH3:27])[C:24]([CH3:30])([CH3:29])[O:23]2)[O:26][C:25]([CH3:28])([CH3:27])[C:24]([CH3:30])([CH3:29])[O:23]1.CC([O-])=O.[K+], predict the reaction product. The product is: [CH2:9]([C:7]1[N:6]([C:11]2[CH:16]=[CH:15][C:14]([CH2:17][CH2:18][OH:19])=[CH:13][CH:12]=2)[C:5]2[CH:20]=[CH:21][C:2]([B:22]3[O:26][C:25]([CH3:28])([CH3:27])[C:24]([CH3:30])([CH3:29])[O:23]3)=[CH:3][C:4]=2[N:8]=1)[CH3:10]. (8) Given the reactants [H-].[Na+].[CH2:3]([O:10][CH:11]1[CH2:14][CH:13]([OH:15])[CH2:12]1)[C:4]1[CH:9]=[CH:8][CH:7]=[CH:6][CH:5]=1.[Cl:16][C:17]1[CH:22]=[C:21](F)[CH:20]=[CH:19][N:18]=1.[NH4+].[Cl-], predict the reaction product. The product is: [CH2:3]([O:10][CH:11]1[CH2:14][CH:13]([O:15][C:21]2[CH:20]=[CH:19][N:18]=[C:17]([Cl:16])[CH:22]=2)[CH2:12]1)[C:4]1[CH:9]=[CH:8][CH:7]=[CH:6][CH:5]=1. (9) Given the reactants [N:1]1([C:11]([O:13][C:14]([CH3:17])([CH3:16])[CH3:15])=[O:12])[CH2:6][CH2:5][CH:4]([C:7]([O:9][CH3:10])=[O:8])[CH2:3][CH2:2]1.[Li+].C[Si]([N-][Si](C)(C)C)(C)C.[Br:28][C:29]1[CH:30]=[C:31]2[C:36](=[CH:37][C:38]=1[Cl:39])[N:35]=[CH:34][N:33]=[C:32]2Cl, predict the reaction product. The product is: [Br:28][C:29]1[CH:30]=[C:31]2[C:36](=[CH:37][C:38]=1[Cl:39])[N:35]=[CH:34][N:33]=[C:32]2[C:4]1([C:7]([O:9][CH3:10])=[O:8])[CH2:3][CH2:2][N:1]([C:11]([O:13][C:14]([CH3:17])([CH3:16])[CH3:15])=[O:12])[CH2:6][CH2:5]1.